Dataset: Full USPTO retrosynthesis dataset with 1.9M reactions from patents (1976-2016). Task: Predict the reactants needed to synthesize the given product. (1) Given the product [CH2:1]([C:8]1[C:16]([C:17]2[CH:22]=[CH:21][N:20]=[C:19]([NH:23][CH:24]3[CH2:25][CH2:26][CH2:27][CH2:28]3)[N:18]=2)=[C:11]2[CH:12]=[CH:13][CH:14]=[C:15]([Cl:38])[N:10]2[N:9]=1)[C:2]1[CH:3]=[CH:4][CH:5]=[CH:6][CH:7]=1, predict the reactants needed to synthesize it. The reactants are: [CH2:1]([C:8]1[C:16]([C:17]2[CH:22]=[CH:21][N:20]=[C:19]([NH:23][CH:24]3[CH2:28][CH2:27][CH2:26][CH2:25]3)[N:18]=2)=[C:11]2[CH:12]=[CH:13][CH:14]=[CH:15][N:10]2[N:9]=1)[C:2]1[CH:7]=[CH:6][CH:5]=[CH:4][CH:3]=1.C([N-]C(C)C)(C)C.[Li+].C(Cl)(Cl)(Cl)[Cl:38]. (2) Given the product [Br:15][C:11]1[CH:10]=[C:9]([CH:13]=[O:14])[N:8]([C:3]2[C:2]([Cl:1])=[CH:7][CH:6]=[CH:5][N:4]=2)[CH:12]=1, predict the reactants needed to synthesize it. The reactants are: [Cl:1][C:2]1[C:3]([N:8]2[CH:12]=[CH:11][CH:10]=[C:9]2[CH:13]=[O:14])=[N:4][CH:5]=[CH:6][CH:7]=1.[Br:15]N1C(=O)CCC1=O.O. (3) Given the product [CH3:9][O:10][C:11]1[CH:16]=[CH:15][C:14]([C:2]2[CH:7]=[CH:6][CH:5]=[C:4]([CH3:8])[N:3]=2)=[CH:13][C:12]=1[N+:26]([O-:28])=[O:27], predict the reactants needed to synthesize it. The reactants are: Cl[C:2]1[CH:7]=[CH:6][CH:5]=[C:4]([CH3:8])[N:3]=1.[CH3:9][O:10][C:11]1[CH:16]=[CH:15][C:14](B2OC(C)(C)C(C)(C)O2)=[CH:13][C:12]=1[N+:26]([O-:28])=[O:27].P([O-])([O-])([O-])=O.[K+].[K+].[K+].COCCOC. (4) Given the product [Br:1][C:2]1[CH:3]=[C:4]([NH2:12])[CH:5]=[C:6]2[C:10]=1[N:9]([CH3:11])[CH:8]=[CH:7]2, predict the reactants needed to synthesize it. The reactants are: [Br:1][C:2]1[CH:3]=[C:4]([N+:12]([O-])=O)[CH:5]=[C:6]2[C:10]=1[N:9]([CH3:11])[CH:8]=[CH:7]2.[Cl-].[NH4+].CC(O)C. (5) Given the product [Cl:27][C:28]1[CH:33]=[C:32]([C:2]2[CH:3]=[C:4]3[C:9](=[CH:10][CH:11]=2)[N:8]=[CH:7][C:6]([C:12](=[O:14])[CH3:13])=[C:5]3[N:15]2[CH2:16][CH2:17][CH:18]([CH2:21][N:22]3[CH2:26][CH2:25][CH2:24][CH2:23]3)[CH2:19][CH2:20]2)[CH:31]=[C:30]([O:43][CH3:44])[C:29]=1[OH:45], predict the reactants needed to synthesize it. The reactants are: Br[C:2]1[CH:3]=[C:4]2[C:9](=[CH:10][CH:11]=1)[N:8]=[CH:7][C:6]([C:12](=[O:14])[CH3:13])=[C:5]2[N:15]1[CH2:20][CH2:19][CH:18]([CH2:21][N:22]2[CH2:26][CH2:25][CH2:24][CH2:23]2)[CH2:17][CH2:16]1.[Cl:27][C:28]1[CH:33]=[C:32](B2OC(C)(C)C(C)(C)O2)[CH:31]=[C:30]([O:43][CH3:44])[C:29]=1[OH:45]. (6) The reactants are: S(Cl)(Cl)=O.[Cl:5][C:6]1[CH:11]=[C:10]([Cl:12])[CH:9]=[CH:8][C:7]=1[CH2:13][CH2:14][C:15]([OH:17])=O. Given the product [Cl:5][C:6]1[CH:11]=[C:10]([Cl:12])[CH:9]=[C:8]2[C:7]=1[CH2:13][CH2:14][C:15]2=[O:17], predict the reactants needed to synthesize it. (7) Given the product [Cl:1][C:2]1[CH:7]=[CH:6][C:5]([S:8]([NH:11][C:12]2[C:13]([C:19]3[N:20]([CH:29]([CH3:31])[CH3:30])[C:21]([C:24]([N:36]([CH3:38])[CH3:37])=[O:25])=[N:22][N:23]=3)=[N:14][CH:15]=[C:16]([Cl:18])[CH:17]=2)(=[O:10])=[O:9])=[CH:4][C:3]=1[C:32]([F:34])([F:33])[F:35], predict the reactants needed to synthesize it. The reactants are: [Cl:1][C:2]1[CH:7]=[CH:6][C:5]([S:8]([NH:11][C:12]2[C:13]([C:19]3[N:20]([CH:29]([CH3:31])[CH3:30])[C:21]([C:24](OCC)=[O:25])=[N:22][N:23]=3)=[N:14][CH:15]=[C:16]([Cl:18])[CH:17]=2)(=[O:10])=[O:9])=[CH:4][C:3]=1[C:32]([F:35])([F:34])[F:33].[NH:36]([CH3:38])[CH3:37].CCOC(C)=O.